Dataset: Reaction yield outcomes from USPTO patents with 853,638 reactions. Task: Predict the reaction yield, written as a fraction of the theoretical maximum amount of product (1.0 means a 100% yield; for example, 0.34 means a 34% yield). (1) The reactants are [OH:1][CH2:2][CH2:3][N:4]([CH:22]([CH3:24])[CH3:23])[C:5]([C:7]1[S:8][C:9]2[CH2:10][CH2:11][O:12][C:13]3[CH:20]=[CH:19][C:18](Br)=[CH:17][C:14]=3[C:15]=2[N:16]=1)=[O:6].[CH3:25][O:26][C:27]1[C:32](B(O)O)=[CH:31][CH:30]=[CH:29][N:28]=1. No catalyst specified. The product is [OH:1][CH2:2][CH2:3][N:4]([CH:22]([CH3:24])[CH3:23])[C:5]([C:7]1[S:8][C:9]2[CH2:10][CH2:11][O:12][C:13]3[CH:20]=[CH:19][C:18]([C:32]4[C:27]([O:26][CH3:25])=[N:28][CH:29]=[CH:30][CH:31]=4)=[CH:17][C:14]=3[C:15]=2[N:16]=1)=[O:6]. The yield is 0.0700. (2) The reactants are [O:1]=[C:2]1[C:10]2[C:5](=[N:6][C:7]([CH2:11][CH2:12][CH:13]=O)=[CH:8][CH:9]=2)[CH2:4][O:3]1.[OH:15][CH2:16][CH2:17][O:18][CH2:19][CH2:20][N:21]1[CH2:26][CH2:25][NH:24][CH2:23][CH2:22]1. No catalyst specified. The product is [OH:15][CH2:16][CH2:17][O:18][CH2:19][CH2:20][N:21]1[CH2:26][CH2:25][N:24]([CH2:13][CH2:12][CH2:11][C:7]2[N:6]=[C:5]3[CH2:4][O:3][C:2](=[O:1])[C:10]3=[CH:9][CH:8]=2)[CH2:23][CH2:22]1. The yield is 0.790.